This data is from Full USPTO retrosynthesis dataset with 1.9M reactions from patents (1976-2016). The task is: Predict the reactants needed to synthesize the given product. (1) Given the product [Br:16][C:11]1[CH:10]=[C:9]2[C:14](=[CH:13][CH:12]=1)[O:5][CH2:6][CH2:7][C:8]2=[O:15], predict the reactants needed to synthesize it. The reactants are: [Cl-].[Cl-].[Cl-].[Al+3].[O:5]1[C:14]2[C:9](=[CH:10][CH:11]=[CH:12][CH:13]=2)[C:8](=[O:15])[CH2:7][CH2:6]1.[Br:16]Br. (2) Given the product [Br:1][C:2]1[CH:7]=[C:6]([I:10])[C:5]([NH2:8])=[C:4]([F:9])[CH:3]=1, predict the reactants needed to synthesize it. The reactants are: [Br:1][C:2]1[CH:7]=[CH:6][C:5]([NH2:8])=[C:4]([F:9])[CH:3]=1.[I:10]I. (3) Given the product [Cl:1][C:2]1[N:7]=[C:6]([C:8]2[N:12]3[CH:13]=[CH:14][C:15]([CH3:17])=[CH:16][C:11]3=[N:10][CH:9]=2)[C:5]([CH3:20])=[CH:4][N:3]=1, predict the reactants needed to synthesize it. The reactants are: [Cl:1][C:2]1[N:7]=[C:6]([C:8]2[N:12]3[CH:13]=[CH:14][C:15]([CH3:17])=[CH:16][C:11]3=[N:10][CH:9]=2)[C:5](Cl)=[CH:4][N:3]=1.Cl[C:20]1N=C(Cl)C(C)=CN=1. (4) Given the product [CH2:1]([C:3]1([CH2:7][O:8][S:17]([CH3:16])(=[O:19])=[O:18])[CH2:6][O:5][CH2:4]1)[CH3:2], predict the reactants needed to synthesize it. The reactants are: [CH2:1]([C:3]1([CH2:7][OH:8])[CH2:6][O:5][CH2:4]1)[CH3:2].C(N(CC)CC)C.[CH3:16][S:17](Cl)(=[O:19])=[O:18].C(=O)(O)[O-].[Na+].